Dataset: Full USPTO retrosynthesis dataset with 1.9M reactions from patents (1976-2016). Task: Predict the reactants needed to synthesize the given product. (1) Given the product [C:1]([O:5][C:6](=[O:20])[NH:7][C:8]1[CH:13]=[C:12]([O:14][CH2:15][CH3:16])[CH:11]=[CH:10][C:9]=1[NH2:17])([CH3:3])([CH3:2])[CH3:4], predict the reactants needed to synthesize it. The reactants are: [C:1]([O:5][C:6](=[O:20])[NH:7][C:8]1[CH:13]=[C:12]([O:14][CH2:15][CH3:16])[CH:11]=[CH:10][C:9]=1[N+:17]([O-])=O)([CH3:4])([CH3:3])[CH3:2]. (2) The reactants are: [F:1][C:2]1[CH:7]=[CH:6][C:5]([F:8])=[CH:4][C:3]=1[N:9]1[C:13](OS(C(F)(F)F)(=O)=O)=[CH:12][C:11]([C:22]([O:24][CH2:25][CH3:26])=[O:23])=[N:10]1.[SH:27][CH2:28][CH2:29][C:30]([O:32][CH2:33][CH:34]([CH2:39][CH3:40])[CH2:35][CH2:36][CH2:37][CH3:38])=[O:31].C(N(C(C)C)C(C)C)C.C1(P(C2C=CC=CC=2)C2C3OC4C(=CC=CC=4P(C4C=CC=CC=4)C4C=CC=CC=4)C(C)(C)C=3C=CC=2)C=CC=CC=1. Given the product [F:1][C:2]1[CH:7]=[CH:6][C:5]([F:8])=[CH:4][C:3]=1[N:9]1[C:13]([S:27][CH2:28][CH2:29][C:30]([O:32][CH2:33][CH:34]([CH2:39][CH3:40])[CH2:35][CH2:36][CH2:37][CH3:38])=[O:31])=[CH:12][C:11]([C:22]([O:24][CH2:25][CH3:26])=[O:23])=[N:10]1, predict the reactants needed to synthesize it. (3) Given the product [F:4][C:5]1[CH:10]=[CH:9][CH:8]=[CH:7][C:6]=1[C:11]1[CH:16]=[N:15][C:14]([N:17]2[C:25]3[C:20](=[CH:21][CH:22]=[C:23]([C:26]([N:28]4[CH2:29][CH2:30][O:31][CH2:32][CH2:33]4)=[O:27])[CH:24]=3)[C:19]([C:34]([OH:36])([CH3:1])[CH3:35])=[CH:18]2)=[N:13][CH:12]=1, predict the reactants needed to synthesize it. The reactants are: [CH3:1][Mg]I.[F:4][C:5]1[CH:10]=[CH:9][CH:8]=[CH:7][C:6]=1[C:11]1[CH:12]=[N:13][C:14]([N:17]2[C:25]3[C:20](=[CH:21][CH:22]=[C:23]([C:26]([N:28]4[CH2:33][CH2:32][O:31][CH2:30][CH2:29]4)=[O:27])[CH:24]=3)[C:19]([C:34](=[O:36])[CH3:35])=[CH:18]2)=[N:15][CH:16]=1. (4) Given the product [CH2:1]([N:4]1[CH2:13][CH2:12][C:11]2[C:6](=[CH:7][CH:8]=[C:9]([N:16]3[CH2:21][CH2:20][CH2:19][CH2:18][CH2:17]3)[CH:10]=2)[C:5]1=[O:15])[CH:2]=[CH2:3], predict the reactants needed to synthesize it. The reactants are: [CH2:1]([N:4]1[CH2:13][CH2:12][C:11]2[C:6](=[CH:7][CH:8]=[C:9](Br)[CH:10]=2)[C:5]1=[O:15])[CH:2]=[CH2:3].[N:16]1(C2C=C3C(=CC=2)C(=O)NCC3)[CH2:21][CH2:20][CH2:19][CH2:18][CH2:17]1. (5) Given the product [CH3:9][O:10][C:11]1[CH:12]=[CH:13][C:14]2[CH2:15][C@H:16]3[N:27]([C:1](=[O:3])[CH3:2])[CH2:26][CH2:25][C@@:22]4([C:23]=2[CH:24]=1)[C@H:17]3[CH2:18][CH2:19][CH2:20][CH2:21]4, predict the reactants needed to synthesize it. The reactants are: [C:1](OC(=O)C)(=[O:3])[CH3:2].Cl.[CH3:9][O:10][C:11]1[CH:12]=[CH:13][C:14]2[CH2:15][C@H:16]3[NH:27][CH2:26][CH2:25][C@@:22]4([C:23]=2[CH:24]=1)[C@H:17]3[CH2:18][CH2:19][CH2:20][CH2:21]4.C(N(CC)CC)C. (6) Given the product [OH:18][CH:17]([C:16]1[N:12]([CH:11]2[C:10]3[C:5](=[CH:6][CH:7]=[CH:8][CH:9]=3)[C:4](=[O:19])[O:3][C:2]2([CH3:20])[CH3:1])[CH:13]=[N:14][CH:15]=1)[CH3:21], predict the reactants needed to synthesize it. The reactants are: [CH3:1][C:2]1([CH3:20])[CH:11]([N:12]2[C:16]([CH:17]=[O:18])=[CH:15][N:14]=[CH:13]2)[C:10]2[C:5](=[CH:6][CH:7]=[CH:8][CH:9]=2)[C:4](=[O:19])[O:3]1.[CH3:21][Mg]Br.C(OCCCC)CCC.CC(C)=O.